Dataset: Full USPTO retrosynthesis dataset with 1.9M reactions from patents (1976-2016). Task: Predict the reactants needed to synthesize the given product. (1) The reactants are: [CH3:1][C:2]1[CH:3]=[C:4]2[C:9](=[CH:10][CH:11]=1)[NH:8][C:7](=[O:12])[C:6]([C:13]#[N:14])=[C:5]2[N:15]1[CH2:20][CH2:19][N:18]([C:21]([C:23]2[S:24][CH:25]=[CH:26][CH:27]=2)=[O:22])[CH2:17][CH2:16]1.Cl.[CH3:29][N:30]([CH3:34])[CH2:31][CH2:32]Cl.C(=O)([O-])[O-].[K+].[K+]. Given the product [CH3:29][N:30]([CH3:34])[CH2:31][CH2:32][N:8]1[C:9]2[C:4](=[CH:3][C:2]([CH3:1])=[CH:11][CH:10]=2)[C:5]([N:15]2[CH2:16][CH2:17][N:18]([C:21]([C:23]3[S:24][CH:25]=[CH:26][CH:27]=3)=[O:22])[CH2:19][CH2:20]2)=[C:6]([C:13]#[N:14])[C:7]1=[O:12], predict the reactants needed to synthesize it. (2) Given the product [CH3:13][O:12][C:7]1[CH:6]=[C:3]2[C:2](=[CH:9][C:8]=1[O:10][CH3:11])[N:1]=[C:15]([OH:16])[N:14]=[CH:4]2, predict the reactants needed to synthesize it. The reactants are: [NH2:1][C:2]1[CH:9]=[C:8]([O:10][CH3:11])[C:7]([O:12][CH3:13])=[CH:6][C:3]=1[CH:4]=O.[NH2:14][C:15](N)=[O:16]. (3) The reactants are: [Cl:1][C:2]1[CH:3]=[CH:4][C:5]([S:9]([CH2:12][CH3:13])(=[O:11])=[O:10])=[C:6]([NH2:8])[CH:7]=1.[N:14]([O-])=O.[Na+]. Given the product [Cl:1][C:2]1[CH:3]=[CH:4][C:5]([S:9]([CH2:12][CH3:13])(=[O:11])=[O:10])=[C:6]([NH:8][NH2:14])[CH:7]=1, predict the reactants needed to synthesize it.